This data is from NCI-60 drug combinations with 297,098 pairs across 59 cell lines. The task is: Regression. Given two drug SMILES strings and cell line genomic features, predict the synergy score measuring deviation from expected non-interaction effect. (1) Drug 1: CC1C(C(=O)NC(C(=O)N2CCCC2C(=O)N(CC(=O)N(C(C(=O)O1)C(C)C)C)C)C(C)C)NC(=O)C3=C4C(=C(C=C3)C)OC5=C(C(=O)C(=C(C5=N4)C(=O)NC6C(OC(=O)C(N(C(=O)CN(C(=O)C7CCCN7C(=O)C(NC6=O)C(C)C)C)C)C(C)C)C)N)C. Drug 2: C(CN)CNCCSP(=O)(O)O. Cell line: SW-620. Synergy scores: CSS=17.8, Synergy_ZIP=-0.745, Synergy_Bliss=4.65, Synergy_Loewe=-32.1, Synergy_HSA=-0.697. (2) Drug 1: CC1=C(C=C(C=C1)NC2=NC=CC(=N2)N(C)C3=CC4=NN(C(=C4C=C3)C)C)S(=O)(=O)N.Cl. Drug 2: C1=CC(=CC=C1CC(C(=O)O)N)N(CCCl)CCCl.Cl. Cell line: KM12. Synergy scores: CSS=11.0, Synergy_ZIP=-3.84, Synergy_Bliss=-3.89, Synergy_Loewe=-1.99, Synergy_HSA=-1.65. (3) Drug 1: CC12CCC3C(C1CCC2OP(=O)(O)O)CCC4=C3C=CC(=C4)OC(=O)N(CCCl)CCCl.[Na+]. Drug 2: N.N.Cl[Pt+2]Cl. Cell line: UACC62. Synergy scores: CSS=52.2, Synergy_ZIP=-1.34, Synergy_Bliss=-2.81, Synergy_Loewe=-2.31, Synergy_HSA=1.33. (4) Drug 1: CC(C)(C1=NC(=CC=C1)N2C3=NC(=NC=C3C(=O)N2CC=C)NC4=CC=C(C=C4)N5CCN(CC5)C)O. Drug 2: CS(=O)(=O)CCNCC1=CC=C(O1)C2=CC3=C(C=C2)N=CN=C3NC4=CC(=C(C=C4)OCC5=CC(=CC=C5)F)Cl. Cell line: T-47D. Synergy scores: CSS=23.4, Synergy_ZIP=-2.18, Synergy_Bliss=-3.36, Synergy_Loewe=1.74, Synergy_HSA=2.58. (5) Drug 1: C1=CC(=CC=C1C#N)C(C2=CC=C(C=C2)C#N)N3C=NC=N3. Drug 2: CNC(=O)C1=NC=CC(=C1)OC2=CC=C(C=C2)NC(=O)NC3=CC(=C(C=C3)Cl)C(F)(F)F. Cell line: CCRF-CEM. Synergy scores: CSS=-17.3, Synergy_ZIP=25.9, Synergy_Bliss=33.8, Synergy_Loewe=0.792, Synergy_HSA=0.01000.